From a dataset of Reaction yield outcomes from USPTO patents with 853,638 reactions. Predict the reaction yield, written as a fraction of the theoretical maximum amount of product (1.0 means a 100% yield; for example, 0.34 means a 34% yield). (1) The reactants are [Cl:1][C:2]1[CH:8]=[CH:7][C:5]([NH2:6])=[CH:4][C:3]=1[O:9][CH2:10][C:11]1[CH:16]=[CH:15][CH:14]=[CH:13][N:12]=1.C(N(C(C)C)CC)(C)C.[C:26](OC(=O)C)(=[O:28])[CH3:27]. The catalyst is C(OCC)(=O)C. The product is [Cl:1][C:2]1[CH:8]=[CH:7][C:5]([NH:6][C:26](=[O:28])[CH3:27])=[CH:4][C:3]=1[O:9][CH2:10][C:11]1[CH:16]=[CH:15][CH:14]=[CH:13][N:12]=1. The yield is 0.840. (2) The reactants are Br[C:2]1[CH:3]=[C:4]([NH:10][S:11]([C:14]2[CH:19]=[CH:18][C:17]([F:20])=[CH:16][C:15]=2[F:21])(=[O:13])=[O:12])[C:5]([O:8][CH3:9])=[N:6][CH:7]=1.B1(B2OC(C)(C)C(C)(C)O2)OC(C)(C)C(C)(C)O1.I[C:41]1[S:45][C:44]([C:46]2[CH:47]=[C:48]3[C:52](=[CH:53][CH:54]=2)[C:51](=[O:55])[N:50]([CH3:56])[CH2:49]3)=[CH:43][CH:42]=1. No catalyst specified. The product is [F:21][C:15]1[CH:16]=[C:17]([F:20])[CH:18]=[CH:19][C:14]=1[S:11]([NH:10][C:4]1[C:5]([O:8][CH3:9])=[N:6][CH:7]=[C:2]([C:41]2[S:45][C:44]([C:46]3[CH:47]=[C:48]4[C:52](=[CH:53][CH:54]=3)[C:51](=[O:55])[N:50]([CH3:56])[CH2:49]4)=[CH:43][CH:42]=2)[CH:3]=1)(=[O:13])=[O:12]. The yield is 0.420. (3) No catalyst specified. The yield is 0.270. The product is [Br:1][C:2]1[CH:8]=[C:7]2[C:5](=[CH:4][CH:3]=1)[NH:6][C:23]([CH3:24])([CH3:25])[CH:22]=[C:21]2[CH3:19]. The reactants are [Br:1][C:2]1[CH:8]=[CH:7][C:5]([NH2:6])=[CH:4][CH:3]=1.S([O-])([O-])(=O)=O.[Mg+2].II.C1([C:19](=[CH:21][CH:22]=[CH:23][CH:24]=1)O)O.[CH3:25]C(C)=O.